From a dataset of Forward reaction prediction with 1.9M reactions from USPTO patents (1976-2016). Predict the product of the given reaction. (1) Given the reactants [I:1][C:2]1[C:7]([NH2:8])=[CH:6][CH:5]=[C:4]([C:9]([F:12])([F:11])[F:10])[N:3]=1.[C:20](O[C:20]([C:22]([F:25])([F:24])[F:23])=[O:21])([C:22]([F:25])([F:24])[F:23])=[O:21].N1C=[CH:30][CH:29]=[CH:28][CH:27]=1.C(Br)/C=C/C.C([O-])([O-])=O.[K+].[K+], predict the reaction product. The product is: [CH2:27]([N:8]([C:7]1[C:2]([I:1])=[N:3][C:4]([C:9]([F:10])([F:11])[F:12])=[CH:5][CH:6]=1)[C:20](=[O:21])[C:22]([F:23])([F:24])[F:25])[CH:28]=[CH:29][CH3:30]. (2) Given the reactants [N+:1]([CH2:4][CH2:5][C:6](Cl)=[O:7])([O-:3])=[O:2].[CH:9]1[CH:14]=[CH:13][CH:12]=[CH:11][CH:10]=1, predict the reaction product. The product is: [N+:1]([CH2:4][CH2:5][C:6]([C:9]1[CH:14]=[CH:13][CH:12]=[CH:11][CH:10]=1)=[O:7])([O-:3])=[O:2]. (3) Given the reactants [CH3:1][O:2][C:3]1[CH:10]=[C:9]([O:11][CH3:12])[C:8]([C:13]2[S:14][CH:15]=[CH:16][CH:17]=2)=[CH:7][C:4]=1[CH:5]=O.[C:18]([C:21]1[CH:29]=[CH:28][C:24]([C:25]([OH:27])=[O:26])=[CH:23][CH:22]=1)(=[O:20])[CH3:19].O(C)[Li].C(OC(C)=O)(C)C.Cl, predict the reaction product. The product is: [CH3:1][O:2][C:3]1[CH:10]=[C:9]([O:11][CH3:12])[C:8]([C:13]2[S:14][CH:15]=[CH:16][CH:17]=2)=[CH:7][C:4]=1/[CH:5]=[CH:19]/[C:18]([C:21]1[CH:29]=[CH:28][C:24]([C:25]([OH:27])=[O:26])=[CH:23][CH:22]=1)=[O:20]. (4) Given the reactants [Br:1][C:2]1[CH:3]=[C:4]2[C:8](=[CH:9][CH:10]=1)[NH:7][CH2:6][CH2:5]2.Cl[C:12]1[NH:16][C:15]2[CH:17]=[CH:18][CH:19]=[CH:20][C:14]=2[N:13]=1.O, predict the reaction product. The product is: [Br:1][C:2]1[CH:3]=[C:4]2[C:8](=[CH:9][CH:10]=1)[N:7]([C:12]1[NH:16][C:15]3[CH:17]=[CH:18][CH:19]=[CH:20][C:14]=3[N:13]=1)[CH2:6][CH2:5]2. (5) Given the reactants N[C:2]1[CH:3]=[C:4]2[C:9](=[C:10]([CH3:12])[CH:11]=1)[N:8]=[CH:7][C:6]([Br:13])=[CH:5]2.[OH-:14].[Na+], predict the reaction product. The product is: [Br:13][C:6]1[CH:7]=[N:8][C:9]2[C:4]([CH:5]=1)=[CH:3][C:2]([OH:14])=[CH:11][C:10]=2[CH3:12]. (6) Given the reactants C([Li])CCC.CCCCCC.Br[C:13]1[S:14][C:15]([C:18]([OH:27])([C:23]([F:26])([F:25])[F:24])[C:19]([F:22])([F:21])[F:20])=[CH:16][N:17]=1.CN(C)[CH:30]=[O:31], predict the reaction product. The product is: [F:20][C:19]([F:22])([F:21])[C:18]([C:15]1[S:14][C:13]([CH:30]=[O:31])=[N:17][CH:16]=1)([OH:27])[C:23]([F:26])([F:25])[F:24]. (7) Given the reactants [Cl:1][CH2:2][C:3]([C:5]1[CH:6]=[C:7]2[C:12](=[CH:13][CH:14]=1)[NH:11][C:10](=[O:15])[CH2:9][CH2:8]2)=[O:4].C(O)=O.C(N(CC)CC)C, predict the reaction product. The product is: [Cl:1][CH2:2][CH:3]([C:5]1[CH:6]=[C:7]2[C:12](=[CH:13][CH:14]=1)[NH:11][C:10](=[O:15])[CH2:9][CH2:8]2)[OH:4]. (8) Given the reactants [Cl:1][C:2]1[CH:7]=[CH:6][CH:5]=[C:4]([Cl:8])[C:3]=1[NH:9][C:10]1[N:11]([CH3:29])[C:12]2[C:21]3[C:20](=[O:22])[NH:19][C:18]([CH:23]([OH:26])[CH:24]=[CH2:25])=[C:17]([CH3:27])[C:16]=3[CH:15]=[CH:14][C:13]=2[N:28]=1.C(N(CC)CC)C.[C:37](OC(=O)C)(=[O:39])[CH3:38], predict the reaction product. The product is: [Cl:8][C:4]1[CH:5]=[CH:6][CH:7]=[C:2]([Cl:1])[C:3]=1[NH:9][C:10]1[N:11]([CH3:29])[C:12]2[C:21]3[C:20](=[O:22])[NH:19][C:18]([CH:23]([O:26][C:37](=[O:39])[CH3:38])[CH:24]=[CH2:25])=[C:17]([CH3:27])[C:16]=3[CH:15]=[CH:14][C:13]=2[N:28]=1. (9) Given the reactants [C:1]1([C@H:7]([NH:10][C:11]([C:13]2[CH:14]=[C:15]([C:22](O)=[O:23])[N:16]3[CH2:21][CH2:20][O:19][CH2:18][C:17]=23)=[O:12])[CH2:8][CH3:9])[CH:6]=[CH:5][CH:4]=[CH:3][CH:2]=1.Cl.C(N=C=NCCCN(C)C)C.Cl.[CH3:38][O:39][C:40]([C@H:42]1[CH2:46][CH2:45][CH2:44][NH:43]1)=[O:41].C(N(CC)CC)C, predict the reaction product. The product is: [CH3:38][O:39][C:40]([C@H:42]1[CH2:46][CH2:45][CH2:44][N:43]1[C:22]([C:15]1[N:16]2[C:17]([CH2:18][O:19][CH2:20][CH2:21]2)=[C:13]([C:11](=[O:12])[NH:10][C@@H:7]([C:1]2[CH:6]=[CH:5][CH:4]=[CH:3][CH:2]=2)[CH2:8][CH3:9])[CH:14]=1)=[O:23])=[O:41].